This data is from Peptide-MHC class II binding affinity with 134,281 pairs from IEDB. The task is: Regression. Given a peptide amino acid sequence and an MHC pseudo amino acid sequence, predict their binding affinity value. This is MHC class II binding data. The peptide sequence is ECYVQRFHLIKNTFG. The MHC is DRB1_0401 with pseudo-sequence DRB1_0401. The binding affinity (normalized) is 0.794.